From a dataset of Reaction yield outcomes from USPTO patents with 853,638 reactions. Predict the reaction yield, written as a fraction of the theoretical maximum amount of product (1.0 means a 100% yield; for example, 0.34 means a 34% yield). The product is [CH3:1][N:2]([CH2:18][C:17]1[CH:20]=[CH:21][CH:22]=[C:15]([Br:14])[CH:16]=1)[C:3](=[O:11])[CH2:4][CH2:5][CH2:6][CH2:7][CH2:8][CH2:9][CH3:10]. The yield is 0.710. The catalyst is O1CCCC1. The reactants are [CH3:1][NH:2][C:3](=[O:11])[CH2:4][CH2:5][CH2:6][CH2:7][CH2:8][CH2:9][CH3:10].[H-].[Na+].[Br:14][C:15]1[CH:16]=[C:17]([CH:20]=[CH:21][CH:22]=1)[CH2:18]Br.O.